From a dataset of Reaction yield outcomes from USPTO patents with 853,638 reactions. Predict the reaction yield, written as a fraction of the theoretical maximum amount of product (1.0 means a 100% yield; for example, 0.34 means a 34% yield). (1) The reactants are [C:9](O[C:9]([O:11][C:12]([CH3:15])([CH3:14])[CH3:13])=[O:10])([O:11][C:12]([CH3:15])([CH3:14])[CH3:13])=[O:10].[NH2:16][C@@H:17]1[CH2:21][CH2:20][N:19]([CH:22]2[CH2:27][CH2:26][C:25](=[O:28])[CH2:24][CH2:23]2)[CH2:18]1. The catalyst is O. The product is [O:28]=[C:25]1[CH2:24][CH2:23][CH:22]([N:19]2[CH2:20][CH2:21][C@@H:17]([NH:16][C:9](=[O:10])[O:11][C:12]([CH3:13])([CH3:14])[CH3:15])[CH2:18]2)[CH2:27][CH2:26]1. The yield is 0.239. (2) The reactants are Br[C:2]1[CH:3]=[C:4]([N:8]2[C:16]3[CH:15]=[CH:14][C:13](=[O:17])[NH:12][C:11]=3[C:10]([C:18]([NH2:20])=[O:19])=[N:9]2)[CH:5]=[CH:6][CH:7]=1.[C:21]([C@:23]1([OH:30])[CH2:27][CH2:26][N:25]([CH3:28])[C:24]1=[O:29])#[CH:22]. The catalyst is C(N(CC)CC)C.CN(C=O)C.ClCCl.C1C=CC(P(C2C=CC=CC=2)C2C=CC=CC=2)=CC=1.C1C=CC(P(C2C=CC=CC=2)C2C=CC=CC=2)=CC=1.Cl[Pd]Cl.[Cu]I. The product is [OH:30][C@@:23]1([C:21]#[C:22][C:2]2[CH:3]=[C:4]([N:8]3[C:16]4[CH:15]=[CH:14][C:13](=[O:17])[NH:12][C:11]=4[C:10]([C:18]([NH2:20])=[O:19])=[N:9]3)[CH:5]=[CH:6][CH:7]=2)[CH2:27][CH2:26][N:25]([CH3:28])[C:24]1=[O:29]. The yield is 0.185. (3) The product is [C:12]1([CH2:18][S:19]([N:22]2[CH2:26][CH2:25][CH2:24][C@H:23]2[C:27]#[N:29])(=[O:20])=[O:21])[CH:13]=[CH:14][CH:15]=[CH:16][CH:17]=1. The reactants are CN(C=O)C.C(Cl)(=O)C(Cl)=O.[C:12]1([CH2:18][S:19]([N:22]2[CH2:26][CH2:25][CH2:24][C@H:23]2[C:27]([NH2:29])=O)(=[O:21])=[O:20])[CH:17]=[CH:16][CH:15]=[CH:14][CH:13]=1.N1C=CC=CC=1. The yield is 0.800. The catalyst is C(#N)C.O. (4) The yield is 0.0850. The catalyst is CN(C=O)C.C(OCC)(=O)C.O. The reactants are CN(C(ON1N=NC2C=CC=NC1=2)=[N+](C)C)C.F[P-](F)(F)(F)(F)F.[C:25]([NH:28][C:29]1[CH:40]=[CH:39][C:32]2[NH:33][C:34]([C:36]([OH:38])=O)=[N:35][C:31]=2[CH:30]=1)(=[O:27])[CH3:26].[NH2:41][CH2:42][C:43]1[C:44]([F:60])=[C:45]([O:50][C:51]2[CH:52]=[C:53]([CH:56]=[C:57]([Cl:59])[CH:58]=2)[C:54]#[N:55])[C:46]([Cl:49])=[CH:47][CH:48]=1.CCN(C(C)C)C(C)C. The product is [C:25]([NH:28][C:29]1[CH:40]=[CH:39][C:32]2[NH:33][C:34]([C:36]([NH:41][CH2:42][C:43]3[CH:48]=[CH:47][C:46]([Cl:49])=[C:45]([O:50][C:51]4[CH:52]=[C:53]([C:54]#[N:55])[CH:56]=[C:57]([Cl:59])[CH:58]=4)[C:44]=3[F:60])=[O:38])=[N:35][C:31]=2[CH:30]=1)(=[O:27])[CH3:26]. (5) The reactants are S(C)C.[N+:4]([C:7]1[CH:8]=[CH:9][C:10]2[O:15][CH2:14][C:13](=O)[NH:12][C:11]=2[CH:17]=1)([O-:6])=[O:5]. The catalyst is C1COCC1. The product is [N+:4]([C:7]1[CH:8]=[CH:9][C:10]2[O:15][CH2:14][CH2:13][NH:12][C:11]=2[CH:17]=1)([O-:6])=[O:5]. The yield is 0.890. (6) The reactants are [NH:1]1[CH2:6][CH2:5][CH:4]([CH2:7][O:8][C:9]2[CH:18]=[CH:17][CH:16]=[C:15]3[C:10]=2[C:11]([NH2:20])=[N:12][C:13]([NH2:19])=[N:14]3)[CH2:3][CH2:2]1.[Cl:21][C:22]1[CH:27]=[CH:26][CH:25]=[CH:24][C:23]=1[S:28](Cl)(=[O:30])=[O:29]. No catalyst specified. The product is [Cl:21][C:22]1[CH:27]=[CH:26][CH:25]=[CH:24][C:23]=1[S:28]([C:4]1([CH2:7][O:8][C:9]2[CH:18]=[CH:17][CH:16]=[C:15]3[C:10]=2[C:11]([NH2:20])=[N:12][C:13]([NH2:19])=[N:14]3)[CH2:5][CH2:6][NH:1][CH2:2][CH2:3]1)(=[O:30])=[O:29]. The yield is 0.990.